From a dataset of Forward reaction prediction with 1.9M reactions from USPTO patents (1976-2016). Predict the product of the given reaction. (1) The product is: [CH3:1][O:2][C:3](=[O:45])[NH:4][C@@H:5]1[CH2:10][CH2:9][N:8]([C:11]2[CH:16]=[C:15]([C:17]#[N:18])[CH:14]=[C:13]([NH:19][C:20]3[N:25]=[C:24]([NH:26][CH2:27][CH3:28])[C:23]4=[N:38][CH:39]=[C:40]([C:41]#[N:42])[N:22]4[N:21]=3)[C:12]=2[F:43])[CH2:7][C@H:6]1[OH:44]. Given the reactants [CH3:1][O:2][C:3](=[O:45])[NH:4][C@@H:5]1[CH2:10][CH2:9][N:8]([C:11]2[CH:16]=[C:15]([C:17]#[N:18])[CH:14]=[C:13]([NH:19][C:20]3[N:25]=[C:24]([N:26](CC)[CH2:27][C:28]4C=CC(OC)=CC=4)[C:23]4=[N:38][CH:39]=[C:40]([C:41]#[N:42])[N:22]4[N:21]=3)[C:12]=2[F:43])[CH2:7][C@H:6]1[OH:44].C1(OC)C=CC=CC=1.C(O)(C(F)(F)F)=O, predict the reaction product. (2) Given the reactants COC1C=CC(C[N:8](CC2C=CC(OC)=CC=2)[C:9]2[N:14]=[C:13]([C:15]3[C:16]([NH:32][C:33]4[CH:34]=[N:35][C:36]([O:39][CH3:40])=[CH:37][CH:38]=4)=[N:17][CH:18]=[C:19]([CH2:21][CH:22]4[CH2:27][CH2:26][N:25]([S:28]([CH3:31])(=[O:30])=[O:29])[CH2:24][CH2:23]4)[CH:20]=3)[N:12]=[C:11]([CH3:41])[N:10]=2)=CC=1.C(O)(C(F)(F)F)=O, predict the reaction product. The product is: [CH3:40][O:39][C:36]1[N:35]=[CH:34][C:33]([NH:32][C:16]2[C:15]([C:13]3[N:12]=[C:11]([CH3:41])[N:10]=[C:9]([NH2:8])[N:14]=3)=[CH:20][C:19]([CH2:21][CH:22]3[CH2:27][CH2:26][N:25]([S:28]([CH3:31])(=[O:30])=[O:29])[CH2:24][CH2:23]3)=[CH:18][N:17]=2)=[CH:38][CH:37]=1.